From a dataset of Catalyst prediction with 721,799 reactions and 888 catalyst types from USPTO. Predict which catalyst facilitates the given reaction. (1) Reactant: [H-].[Al+3].[Li+].[H-].[H-].[H-].[Cl:7][C:8]1[CH:16]=[C:15]2[C:11]([C:12]([C:17](=O)[CH:18]([CH3:20])[CH3:19])=[CH:13][NH:14]2)=[CH:10][CH:9]=1. Product: [Cl:7][C:8]1[CH:16]=[C:15]2[C:11]([C:12]([CH2:17][CH:18]([CH3:20])[CH3:19])=[CH:13][NH:14]2)=[CH:10][CH:9]=1. The catalyst class is: 1. (2) Reactant: [O:1]1[CH:5]=[CH:4][CH:3]=[C:2]1[C:6]1[CH:11]=[C:10]([S:12][CH3:13])[N:9]=[C:8]([NH2:14])[N:7]=1.C1(C2[O:23]N2S(C2C=CC=CC=2)(=O)=O)C=CC=CC=1. The catalyst class is: 4. Product: [O:1]1[CH:5]=[CH:4][CH:3]=[C:2]1[C:6]1[CH:11]=[C:10]([S:12]([CH3:13])=[O:23])[N:9]=[C:8]([NH2:14])[N:7]=1. (3) Reactant: [H-].[Na+].[CH:3]1([CH2:6][OH:7])[CH2:5][CH2:4]1.[Br:8][C:9]1[C:10]([Cl:18])=[N:11][CH:12]=[C:13]([N+:15]([O-:17])=[O:16])[CH:14]=1.O. Product: [Br:8][C:9]1[C:10]([O:7][CH2:6][CH:3]2[CH2:5][CH2:4]2)=[N:11][CH:12]=[C:13]([N+:15]([O-:17])=[O:16])[CH:14]=1.[Br:8][C:9]1[C:10]([Cl:18])=[N:11][CH:12]=[C:13]([N+:15]([O-:17])=[O:16])[CH:14]=1. The catalyst class is: 3. (4) Reactant: [Na].[CH2:2]([O:4][C:5](=[O:17])[CH2:6][C:7]([NH:9][CH2:10][CH2:11][C:12]([O:14]CC)=O)=[O:8])C.O. Product: [CH3:2][O:4][C:5]([CH:6]1[C:12](=[O:14])[CH2:11][CH2:10][NH:9][C:7]1=[O:8])=[O:17]. The catalyst class is: 442. (5) Reactant: [CH:1]1[C:18]2[C:5](=[CH:6][C:7]3[C:16]([CH:17]=2)=[CH:15][C:14]2[C:9](=[CH:10][CH:11]=[CH:12][CH:13]=2)[CH:8]=3)[CH:4]=[CH:3][CH:2]=1.C1C(=O)N([Br:26])C(=O)C1.CC(N=NC(C#N)(C)C)(C#N)C. Product: [Br:26][C:3]1[CH:4]=[C:5]2[C:18]([CH:17]=[C:16]3[C:7](=[CH:6]2)[CH:8]=[C:9]2[C:14]([CH:13]=[CH:12][CH:11]=[CH:10]2)=[CH:15]3)=[CH:1][CH:2]=1. The catalyst class is: 53. (6) Reactant: C[O:2][C:3]([CH:5]1[CH2:9][CH:8]([N:10]2[N:14]=[N:13][C:12]([C:15]3[CH:20]=[CH:19][CH:18]=[CH:17][CH:16]=3)=[N:11]2)[CH2:7][N:6]1[C:21]([O:23][C:24]([CH3:27])([CH3:26])[CH3:25])=[O:22])=[O:4].[Li+].[OH-]. Product: [C:24]([O:23][C:21]([N:6]1[CH2:7][CH:8]([N:10]2[N:14]=[N:13][C:12]([C:15]3[CH:16]=[CH:17][CH:18]=[CH:19][CH:20]=3)=[N:11]2)[CH2:9][CH:5]1[C:3]([OH:4])=[O:2])=[O:22])([CH3:27])([CH3:25])[CH3:26]. The catalyst class is: 5. (7) Reactant: [C:1]([C:3]1[C:4]2[CH:5]=[CH:6][C:7]([NH:13][S:14]([C:17]3[CH:22]=[CH:21][CH:20]=[CH:19][CH:18]=3)(=[O:16])=[O:15])=[CH:8][C:9]=2[CH2:10][CH2:11][CH:12]=1)#[N:2].CCO.[H][H]. Product: [C:1]([CH:3]1[CH2:12][CH2:11][CH2:10][C:9]2[CH:8]=[C:7]([NH:13][S:14]([C:17]3[CH:22]=[CH:21][CH:20]=[CH:19][CH:18]=3)(=[O:15])=[O:16])[CH:6]=[CH:5][C:4]1=2)#[N:2]. The catalyst class is: 331. (8) Reactant: [CH3:1][N:2]1[CH2:7][CH2:6][N:5]([C:8](SC)=[CH:9][C:10]#[N:11])[CH2:4][CH2:3]1.[NH2:14][NH2:15]. Product: [CH3:1][N:2]1[CH2:7][CH2:6][N:5]([C:8]2[CH:9]=[C:10]([NH2:11])[NH:14][N:15]=2)[CH2:4][CH2:3]1. The catalyst class is: 8.